This data is from Full USPTO retrosynthesis dataset with 1.9M reactions from patents (1976-2016). The task is: Predict the reactants needed to synthesize the given product. Given the product [F:88][CH2:87][C@H:85]1[O:86][C@@H:57]([O:56][C@@H:46]2[C@@H:45]([CH2:89][F:90])[O:44][C@H:10]([O:11][C@H:12]3[C@H:16]([OH:17])[CH2:15][NH:14][C@@H:13]3[CH2:35][OH:36])[C@H:9]([OH:8])[C@H:47]2[OH:48])[C@H:58]([OH:59])[C@@H:67]([OH:68])[C@@H:76]1[OH:77], predict the reactants needed to synthesize it. The reactants are: C([O:8][C@@H:9]1[C@@H:47]([O:48]CC2C=CC=CC=2)[C@H:46]([O:56][C@@H:57]2[O:86][C@H:85]([CH2:87][F:88])[C@@H:76]([O:77]CC3C=CC=CC=3)[C@H:67]([O:68]CC3C=CC=CC=3)[C@H:58]2[O:59]CC2C=CC=CC=2)[C@@H:45]([CH2:89][F:90])[O:44][C@@H:10]1[O:11][C@H:12]1[C@H:16]([O:17]CC2C=CC=CC=2)[CH2:15][N:14](C(OCC2C=CC=CC=2)=O)[C@@H:13]1[CH2:35][O:36]CC1C=CC=CC=1)C1C=CC=CC=1.Cl.